Dataset: Full USPTO retrosynthesis dataset with 1.9M reactions from patents (1976-2016). Task: Predict the reactants needed to synthesize the given product. (1) Given the product [Cl:21][CH2:20][CH2:19][O:1][N:2]1[C:3](=[O:12])[C:4]2[C:5](=[CH:8][CH:9]=[CH:10][CH:11]=2)[C:6]1=[O:7], predict the reactants needed to synthesize it. The reactants are: [OH:1][N:2]1[C:6](=[O:7])[C:5]2=[CH:8][CH:9]=[CH:10][CH:11]=[C:4]2[C:3]1=[O:12].CN(C=O)C.Br[CH2:19][CH2:20][Cl:21]. (2) Given the product [F:33][C:34]1[CH:35]=[C:36]2[C:40](=[CH:41][CH:42]=1)[NH:39][CH:38]=[C:37]2[C:43]1[CH2:44][CH2:45][N:46]([CH2:12][CH:13]2[CH2:26][O:25][C:16]3[CH:17]=[CH:18][C:19]4[CH2:20][CH2:21][CH2:22][O:23][C:24]=4[C:15]=3[O:14]2)[CH2:47][CH:48]=1, predict the reactants needed to synthesize it. The reactants are: CC1C=CC(S(O[CH2:12][C@H:13]2[CH2:26][O:25][C:16]3[CH:17]=[CH:18][C:19]4[CH2:20][CH2:21][CH2:22][O:23][C:24]=4[C:15]=3[O:14]2)(=O)=O)=CC=1.C(=O)([O-])[O-].[K+].[K+].[F:33][C:34]1[CH:35]=[C:36]2[C:40](=[CH:41][CH:42]=1)[NH:39][CH:38]=[C:37]2[C:43]1[CH2:44][CH2:45][NH:46][CH2:47][CH:48]=1. (3) Given the product [N+:1]([C:4]1[C:5]([C:16]#[C:17][C:27]2[C:28]([F:32])=[C:29]([F:31])[N:30]=[C:25]([F:24])[C:26]=2[F:34])=[C:6]([C:10]#[C:11][C:27]2[C:26]([F:22])=[C:25]([F:24])[N:30]=[C:29]([F:31])[C:28]=2[F:32])[CH:7]=[CH:8][CH:9]=1)([O-:3])=[O:2], predict the reactants needed to synthesize it. The reactants are: [N+:1]([C:4]1[C:5]([C:16]#[C:17][Si](C)(C)C)=[C:6]([C:10]#[C:11][Si](C)(C)C)[CH:7]=[CH:8][CH:9]=1)([O-:3])=[O:2].[F-:22].[Cs+].[F:24][C:25]1[N:30]=[C:29]([F:31])[C:28]([F:32])=[C:27](F)[C:26]=1[F:34].ClCCl.